This data is from Full USPTO retrosynthesis dataset with 1.9M reactions from patents (1976-2016). The task is: Predict the reactants needed to synthesize the given product. (1) Given the product [F:16][C:17]1[CH:22]=[CH:21][CH:20]=[C:19]([F:23])[C:18]=1[O:24][C:7]1[CH:6]=[N:5][N:4]([CH:28]([CH2:29][CH:30]([CH2:33][CH3:34])[CH2:31][CH3:32])[C:27]([OH:26])=[O:36])[C:3](=[O:15])[CH:2]=1, predict the reactants needed to synthesize it. The reactants are: Cl[C:2]1[C:3](=[O:15])[N:4](C2CCCCO2)[N:5]=[CH:6][C:7]=1Cl.[F:16][C:17]1[CH:22]=[CH:21][CH:20]=[C:19]([F:23])[C:18]=1[OH:24].C[O:26][C:27](=[O:36])[CH:28](Br)[CH2:29][CH:30]([CH2:33][CH3:34])[CH2:31][CH3:32]. (2) Given the product [CH3:18][C:19]1[CH:24]=[C:23](/[CH:25]=[CH:26]/[C:27]#[N:28])[CH:22]=[C:21]([CH3:29])[C:20]=1[NH:30][C:2]1[CH:7]=[CH:6][N:5]=[C:4]([NH:8][C:9]2[CH:16]=[CH:15][C:12]([C:13]#[N:14])=[CH:11][CH:10]=2)[N:3]=1, predict the reactants needed to synthesize it. The reactants are: Cl[C:2]1[CH:7]=[CH:6][N:5]=[C:4]([NH:8][C:9]2[CH:16]=[CH:15][C:12]([C:13]#[N:14])=[CH:11][CH:10]=2)[N:3]=1.Cl.[CH3:18][C:19]1[CH:24]=[C:23]([CH:25]=[CH:26][C:27]#[N:28])[CH:22]=[C:21]([CH3:29])[C:20]=1[NH2:30].C(=O)([O-])[O-].[Na+].[Na+]. (3) Given the product [C:44]([O:43][C:41]([N:24]([CH2:25][C@@H:26]([C:34]1[CH:39]=[CH:38][CH:37]=[C:36]([Cl:40])[CH:35]=1)[O:27][CH:28]1[CH2:33][CH2:32][CH2:31][CH2:30][O:29]1)[CH2:23][CH2:22][C:19]1[CH:18]=[CH:17][C:16]([S:13]([C:10]2[CH:11]=[CH:12][C:2]([NH:1][CH2:51][CH2:52][CH3:53])=[C:3]([CH:9]=2)[C:4]([O:6][CH2:7][CH3:8])=[O:5])(=[O:15])=[O:14])=[CH:21][CH:20]=1)=[O:42])([CH3:46])([CH3:45])[CH3:47], predict the reactants needed to synthesize it. The reactants are: [NH2:1][C:2]1[CH:12]=[CH:11][C:10]([S:13]([C:16]2[CH:21]=[CH:20][C:19]([CH2:22][CH2:23][N:24]([C:41]([O:43][C:44]([CH3:47])([CH3:46])[CH3:45])=[O:42])[CH2:25][C@@H:26]([C:34]3[CH:39]=[CH:38][CH:37]=[C:36]([Cl:40])[CH:35]=3)[O:27][CH:28]3[CH2:33][CH2:32][CH2:31][CH2:30][O:29]3)=[CH:18][CH:17]=2)(=[O:15])=[O:14])=[CH:9][C:3]=1[C:4]([O:6][CH2:7][CH3:8])=[O:5].[H-].[Na+].Br[CH2:51][CH2:52][CH3:53].[I-].[K+]. (4) Given the product [CH2:8]([C:10]1[N:14]([C:15]2[CH:16]=[C:17]([CH:21]3[C:30]([CH3:31])([CH3:32])[CH2:29][C:28]4[C:23](=[CH:24][CH:25]=[C:26]([C:33]([NH:7][S:4]([CH3:3])(=[O:6])=[O:5])=[O:34])[CH:27]=4)[NH:22]3)[CH:18]=[CH:19][CH:20]=2)[N:13]=[N:12][N:11]=1)[CH3:9], predict the reactants needed to synthesize it. The reactants are: [H-].[Na+].[CH3:3][S:4]([NH2:7])(=[O:6])=[O:5].[CH2:8]([C:10]1[N:14]([C:15]2[CH:16]=[C:17]([CH:21]3[C:30]([CH3:32])([CH3:31])[CH2:29][C:28]4[C:23](=[CH:24][CH:25]=[C:26]([C:33](O)=[O:34])[CH:27]=4)[NH:22]3)[CH:18]=[CH:19][CH:20]=2)[N:13]=[N:12][N:11]=1)[CH3:9].C(N1C=CN=C1)(N1C=CN=C1)=O.